From a dataset of Forward reaction prediction with 1.9M reactions from USPTO patents (1976-2016). Predict the product of the given reaction. Given the reactants [F:1][C:2]1[C:11]2[O:12][CH2:13][C@@H:14]([CH2:15][OH:16])[N:9]3[C:10]=2[C:5]([CH:6]=[CH:7][C:8]3=[O:17])=[C:4](/[CH:18]=[CH:19]/[C:20]([O:22][CH2:23][CH3:24])=[O:21])[CH:3]=1.C(N(CC)CC)C.[CH3:32][S:33](Cl)(=[O:35])=[O:34], predict the reaction product. The product is: [F:1][C:2]1[C:11]2[O:12][CH2:13][C@@H:14]([CH2:15][O:16][S:33]([CH3:32])(=[O:35])=[O:34])[N:9]3[C:10]=2[C:5]([CH:6]=[CH:7][C:8]3=[O:17])=[C:4](/[CH:18]=[CH:19]/[C:20]([O:22][CH2:23][CH3:24])=[O:21])[CH:3]=1.